This data is from Full USPTO retrosynthesis dataset with 1.9M reactions from patents (1976-2016). The task is: Predict the reactants needed to synthesize the given product. (1) Given the product [Br:1][C:2]1[CH:8]=[CH:7][C:5]([NH:6][C:15](=[O:17])[CH2:11][C:12]([NH:6][C:5]2[CH:7]=[CH:8][C:2]([Br:1])=[CH:3][CH:4]=2)=[O:14])=[CH:4][CH:3]=1, predict the reactants needed to synthesize it. The reactants are: [Br:1][C:2]1[CH:8]=[CH:7][C:5]([NH2:6])=[CH:4][CH:3]=1.C([C:11](CC)([C:15]([O-:17])=O)[C:12]([O-:14])=O)C. (2) Given the product [CH2:1]([O:3][C:4](=[O:30])[CH:5]([C:6]1[N:7]([CH3:29])[C:8]2[C:13]([C:14]=1[S:15][C:16]([CH3:19])([CH3:18])[CH3:17])=[CH:12][C:11]([O:20][CH2:21][C:22]1[CH:27]=[CH:26][C:25]([CH3:28])=[CH:24][N:23]=1)=[CH:10][CH:9]=2)[CH2:32][C:33]1[CH:34]=[CH:35][C:36]([C:39]2[CH:44]=[CH:43][C:42]([C:45]([F:48])([F:46])[F:47])=[CH:41][N:40]=2)=[CH:37][CH:38]=1)[CH3:2], predict the reactants needed to synthesize it. The reactants are: [CH2:1]([O:3][C:4](=[O:30])[CH2:5][C:6]1[N:7]([CH3:29])[C:8]2[C:13]([C:14]=1[S:15][C:16]([CH3:19])([CH3:18])[CH3:17])=[CH:12][C:11]([O:20][CH2:21][C:22]1[CH:27]=[CH:26][C:25]([CH3:28])=[CH:24][N:23]=1)=[CH:10][CH:9]=2)[CH3:2].Cl[CH2:32][C:33]1[CH:38]=[CH:37][C:36]([C:39]2[CH:44]=[CH:43][C:42]([C:45]([F:48])([F:47])[F:46])=[CH:41][N:40]=2)=[CH:35][CH:34]=1. (3) Given the product [F:19][C:20]1[CH:21]=[C:22]([CH:28]=[CH:29][CH:30]=1)[C:23]([O:25][CH2:26][N:15]1[C:14](=[O:16])[O:13][N:12]=[C:11]1[C:7]1[CH:6]=[C:5]([C:4]([F:3])([F:17])[F:18])[CH:10]=[CH:9][N:8]=1)=[O:24], predict the reactants needed to synthesize it. The reactants are: [H-].[Na+].[F:3][C:4]([F:18])([F:17])[C:5]1[CH:10]=[CH:9][N:8]=[C:7]([C:11]2[NH:12][O:13][C:14](=[O:16])[N:15]=2)[CH:6]=1.[F:19][C:20]1[CH:21]=[C:22]([CH:28]=[CH:29][CH:30]=1)[C:23]([O:25][CH2:26]Cl)=[O:24].[Cl-].[NH4+].